Task: Regression. Given two drug SMILES strings and cell line genomic features, predict the synergy score measuring deviation from expected non-interaction effect.. Dataset: NCI-60 drug combinations with 297,098 pairs across 59 cell lines (1) Drug 1: C1=CC(=CC=C1CCC2=CNC3=C2C(=O)NC(=N3)N)C(=O)NC(CCC(=O)O)C(=O)O. Drug 2: CCN(CC)CCNC(=O)C1=C(NC(=C1C)C=C2C3=C(C=CC(=C3)F)NC2=O)C. Cell line: HL-60(TB). Synergy scores: CSS=37.8, Synergy_ZIP=-2.01, Synergy_Bliss=-7.16, Synergy_Loewe=-27.3, Synergy_HSA=-8.11. (2) Drug 1: C1=NC2=C(N1)C(=S)N=C(N2)N. Drug 2: C1=CN(C=N1)CC(O)(P(=O)(O)O)P(=O)(O)O. Cell line: SNB-75. Synergy scores: CSS=10.5, Synergy_ZIP=-5.70, Synergy_Bliss=-2.13, Synergy_Loewe=-4.47, Synergy_HSA=-2.04. (3) Drug 1: C1CCC(C1)C(CC#N)N2C=C(C=N2)C3=C4C=CNC4=NC=N3. Drug 2: C1=CC(=C2C(=C1NCCNCCO)C(=O)C3=C(C=CC(=C3C2=O)O)O)NCCNCCO. Cell line: OVCAR3. Synergy scores: CSS=27.3, Synergy_ZIP=6.02, Synergy_Bliss=2.95, Synergy_Loewe=-24.5, Synergy_HSA=-0.0887. (4) Drug 1: C1CC(C1)(C(=O)O)C(=O)O.[NH2-].[NH2-].[Pt+2]. Drug 2: CC(C)NC(=O)C1=CC=C(C=C1)CNNC.Cl. Cell line: UO-31. Synergy scores: CSS=1.03, Synergy_ZIP=0.00111, Synergy_Bliss=-0.749, Synergy_Loewe=0.555, Synergy_HSA=-2.20. (5) Drug 1: C1=NNC2=C1C(=O)NC=N2. Drug 2: C1CC(=O)NC(=O)C1N2C(=O)C3=CC=CC=C3C2=O. Cell line: MDA-MB-231. Synergy scores: CSS=-0.932, Synergy_ZIP=0.0737, Synergy_Bliss=0.873, Synergy_Loewe=-2.13, Synergy_HSA=-1.47. (6) Drug 1: C1=CC=C(C(=C1)C(C2=CC=C(C=C2)Cl)C(Cl)Cl)Cl. Drug 2: C(CN)CNCCSP(=O)(O)O. Cell line: HS 578T. Synergy scores: CSS=4.92, Synergy_ZIP=0.831, Synergy_Bliss=5.71, Synergy_Loewe=4.92, Synergy_HSA=3.06. (7) Drug 1: C1C(C(OC1N2C=C(C(=O)NC2=O)F)CO)O. Drug 2: CC1CCC2CC(C(=CC=CC=CC(CC(C(=O)C(C(C(=CC(C(=O)CC(OC(=O)C3CCCCN3C(=O)C(=O)C1(O2)O)C(C)CC4CCC(C(C4)OC)O)C)C)O)OC)C)C)C)OC. Cell line: RPMI-8226. Synergy scores: CSS=41.5, Synergy_ZIP=3.76, Synergy_Bliss=4.64, Synergy_Loewe=-9.93, Synergy_HSA=3.34. (8) Drug 1: C1=CN(C(=O)N=C1N)C2C(C(C(O2)CO)O)O.Cl. Drug 2: COCCOC1=C(C=C2C(=C1)C(=NC=N2)NC3=CC=CC(=C3)C#C)OCCOC.Cl. Cell line: A549. Synergy scores: CSS=37.2, Synergy_ZIP=0.263, Synergy_Bliss=0.414, Synergy_Loewe=-19.8, Synergy_HSA=1.34.